This data is from Catalyst prediction with 721,799 reactions and 888 catalyst types from USPTO. The task is: Predict which catalyst facilitates the given reaction. (1) Reactant: [O:1]([C:3]#[N:4])[K].[N:5]1([CH:10]([C:14]2[CH:19]=[CH:18][C:17]([NH2:20])=[CH:16][CH:15]=2)[CH:11]([CH3:13])[CH3:12])[CH:9]=[CH:8][N:7]=[CH:6]1.[OH-].[Na+]. Product: [N:5]1([CH:10]([C:14]2[CH:15]=[CH:16][C:17]([NH:20][C:3]([NH2:4])=[O:1])=[CH:18][CH:19]=2)[CH:11]([CH3:13])[CH3:12])[CH:9]=[CH:8][N:7]=[CH:6]1. The catalyst class is: 211. (2) Reactant: Cl.O.[OH:3][C:4]12[C:15]3[C:10](=[CH:11][CH:12]=[CH:13][C:14]=3[N+:16]([O-])=O)[C:9](=[O:19])[C:8]1([NH:20][C:21]([C:23]1[CH:24]=[C:25]3[N:30]([CH:31]=1)[CH:29]=[CH:28][CH:27]=[CH:26]3)=[O:22])[C:7]1[CH:32]=[CH:33][C:34]([CH:36]([CH3:38])[CH3:37])=[CH:35][C:6]=1[O:5]2. Product: [NH2:16][C:14]1[CH:13]=[CH:12][CH:11]=[C:10]2[C:15]=1[C:4](=[O:3])[C:8]1([NH:20][C:21]([C:23]3[CH:24]=[C:25]4[N:30]([CH:31]=3)[CH:29]=[CH:28][CH:27]=[CH:26]4)=[O:22])[C:7]3[CH:32]=[CH:33][C:34]([CH:36]([CH3:37])[CH3:38])=[CH:35][C:6]=3[O:5][C:9]12[OH:19]. The catalyst class is: 186. (3) Reactant: C(NC(C)C)(C)C.C([Li])CCC.[Br:13][C:14]1[CH:19]=[CH:18][C:17]([F:20])=[CH:16][CH:15]=1.C([O:23][C:24](=O)[C:25]([F:28])([F:27])[F:26])C. Product: [Br:13][C:14]1[CH:19]=[CH:18][C:17]([F:20])=[C:16]([C:24](=[O:23])[C:25]([F:28])([F:27])[F:26])[CH:15]=1. The catalyst class is: 1. (4) Reactant: [H-].[Na+].C(OP([CH2:11][C:12]([O:14][CH2:15][CH3:16])=[O:13])(OCC)=O)C.[F:17][CH2:18][C:19]([C:21]1[CH:26]=[CH:25][CH:24]=[CH:23][CH:22]=1)=O. The catalyst class is: 7. Product: [F:17][CH2:18]/[C:19](/[C:21]1[CH:26]=[CH:25][CH:24]=[CH:23][CH:22]=1)=[CH:11]\[C:12]([O:14][CH2:15][CH3:16])=[O:13]. (5) Reactant: [Cl:1][C:2]1[CH:3]=[C:4]2[C:12](=[CH:13][CH:14]=1)[O:11][C:7]1([CH2:10][CH2:9][CH2:8]1)[CH2:6]/[C:5]/2=[CH:15]\[C:16](OCC)=[O:17].[CH:21]1([O:26][C:27]2[CH:33]=[CH:32][CH:31]=[CH:30][C:28]=2[NH2:29])[CH2:25][CH2:24][CH2:23][CH2:22]1.CCN=C=NCCCN(C)C.Cl.C1C=CC2N(O)N=NC=2C=1.C(N(CC)CC)C. Product: [Cl:1][C:2]1[CH:3]=[C:4]2[C:12](=[CH:13][CH:14]=1)[O:11][C:7]1([CH2:10][CH2:9][CH2:8]1)[CH2:6]/[C:5]/2=[CH:15]\[C:16]([NH:29][C:28]1[CH:30]=[CH:31][CH:32]=[CH:33][C:27]=1[O:26][CH:21]1[CH2:25][CH2:24][CH2:23][CH2:22]1)=[O:17]. The catalyst class is: 4. (6) Reactant: [NH2:1][C:2]1[CH:10]=[CH:9][C:5]([C:6]([OH:8])=O)=[CH:4][C:3]=1[Cl:11].[NH:12]1[CH2:16][CH2:15][CH2:14][CH2:13]1.Cl.C(N=C=NCCCN(C)C)C.C(N(CC)C(C)C)(C)C. Product: [NH2:1][C:2]1[CH:10]=[CH:9][C:5]([C:6]([N:12]2[CH2:16][CH2:15][CH2:14][CH2:13]2)=[O:8])=[CH:4][C:3]=1[Cl:11]. The catalyst class is: 4.